Predict the reactants needed to synthesize the given product. From a dataset of Full USPTO retrosynthesis dataset with 1.9M reactions from patents (1976-2016). (1) The reactants are: Cl[C:2]1[C:20]([N+:21]([O-:23])=[O:22])=[CH:19][C:5]([C:6]([NH:8][C@H:9]2[CH2:14][CH2:13][C@H:12]([C:15]([F:18])([F:17])[F:16])[CH2:11][CH2:10]2)=[O:7])=[C:4]([O:24][CH2:25][CH2:26][F:27])[N:3]=1.[NH3:28]. Given the product [F:27][CH2:26][CH2:25][O:24][C:4]1[N:3]=[C:2]([NH2:28])[C:20]([N+:21]([O-:23])=[O:22])=[CH:19][C:5]=1[C:6]([NH:8][C@H:9]1[CH2:14][CH2:13][C@H:12]([C:15]([F:18])([F:17])[F:16])[CH2:11][CH2:10]1)=[O:7], predict the reactants needed to synthesize it. (2) Given the product [C:27]([O:31][C:32]([N:34]1[CH2:39][CH2:38][CH:37]([N:22]2[CH:23]=[C:19]([C:17]3[CH:16]=[N:15][C:14]([NH2:24])=[C:13]([O:12][C@@H:10]([C:3]4[C:4]([Cl:9])=[CH:5][CH:6]=[C:7]([F:8])[C:2]=4[Cl:1])[CH3:11])[N:18]=3)[CH:20]=[N:21]2)[CH2:36][CH2:35]1)=[O:33])([CH3:30])([CH3:28])[CH3:29], predict the reactants needed to synthesize it. The reactants are: [Cl:1][C:2]1[C:7]([F:8])=[CH:6][CH:5]=[C:4]([Cl:9])[C:3]=1[C@H:10]([O:12][C:13]1[C:14]([NH2:24])=[N:15][CH:16]=[C:17]([C:19]2[CH:20]=[N:21][NH:22][CH:23]=2)[N:18]=1)[CH3:11].[H-].[Na+].[C:27]([O:31][C:32]([N:34]1[CH2:39][CH2:38][CH:37](OS(C)(=O)=O)[CH2:36][CH2:35]1)=[O:33])([CH3:30])([CH3:29])[CH3:28].O.